Dataset: Reaction yield outcomes from USPTO patents with 853,638 reactions. Task: Predict the reaction yield, written as a fraction of the theoretical maximum amount of product (1.0 means a 100% yield; for example, 0.34 means a 34% yield). (1) The reactants are [Cl:1][C:2]1[CH:10]=CC(C(O)=O)=[C:4](C)[CH:3]=1.B.[CH2:13]1[CH2:17][O:16][CH2:15][CH2:14]1.CO. The catalyst is C1COCC1. The product is [Cl:1][C:2]1[CH:10]=[C:13]([CH2:17][OH:16])[CH:14]=[CH:15][C:3]=1[CH3:4]. The yield is 0.850. (2) The reactants are [NH2:1][C@H:2]([CH2:22][C:23]1[CH:28]=[CH:27][C:26]([C:29]2[CH:34]=[CH:33][CH:32]=[CH:31][N:30]=2)=[CH:25][CH:24]=1)[CH2:3][C@H:4]([OH:21])[C@@H:5]([NH:13][C:14](=[O:20])[O:15][C:16]([CH3:19])([CH3:18])[CH3:17])[CH2:6][C:7]1[CH:12]=[CH:11][CH:10]=[CH:9][CH:8]=1.[CH3:35][O:36][C:37]([NH:39][C@@H:40]([C:44]([CH3:47])([CH3:46])[CH3:45])[C:41](O)=[O:42])=[O:38].CCOP(ON1N=NC2C=CC=CC=2C1=O)(OCC)=O.C(N(CC)C(C)C)(C)C. The catalyst is C1COCC1. The product is [CH2:6]([C@H:5]([NH:13][C:14](=[O:20])[O:15][C:16]([CH3:17])([CH3:18])[CH3:19])[C@@H:4]([OH:21])[CH2:3][C@H:2]([NH:1][C:41](=[O:42])[C@@H:40]([NH:39][C:37]([O:36][CH3:35])=[O:38])[C:44]([CH3:47])([CH3:46])[CH3:45])[CH2:22][C:23]1[CH:28]=[CH:27][C:26]([C:29]2[CH:34]=[CH:33][CH:32]=[CH:31][N:30]=2)=[CH:25][CH:24]=1)[C:7]1[CH:8]=[CH:9][CH:10]=[CH:11][CH:12]=1. The yield is 0.740. (3) The reactants are [N:1]1([C:5]([C:7]2[N:12]=[CH:11][C:10]([O:13][C:14]3[CH:15]=[C:16]([CH:21]=[C:22]([O:24][C@H:25]4[CH2:29][CH2:28][N:27]([CH3:30])[C:26]4=[O:31])[CH:23]=3)[C:17]([O:19]C)=[O:18])=[CH:9][CH:8]=2)=[O:6])[CH2:4][CH2:3][CH2:2]1.CO.[OH-].[Li+].O. The catalyst is C1COCC1. The product is [N:1]1([C:5]([C:7]2[N:12]=[CH:11][C:10]([O:13][C:14]3[CH:15]=[C:16]([CH:21]=[C:22]([O:24][C@H:25]4[CH2:29][CH2:28][N:27]([CH3:30])[C:26]4=[O:31])[CH:23]=3)[C:17]([OH:19])=[O:18])=[CH:9][CH:8]=2)=[O:6])[CH2:4][CH2:3][CH2:2]1. The yield is 0.960. (4) The reactants are [C:1](=[O:4])([O-])[O-:2].[K+].[K+].N1[CH:11]=[CH:10]N=C1.[CH3:12][S:13]([C:16]1[CH:17]=[C:18]2[C:22](=[CH:23][CH:24]=1)[N:21]([C:25]1[CH:30]=[C:29]([O:31][CH:32]3[CH2:37][CH2:36][NH:35][CH2:34][CH2:33]3)[N:28]=[CH:27][N:26]=1)[CH2:20][CH2:19]2)(=[O:15])=[O:14].[Cl-].[NH4+]. The catalyst is O1CCOCC1. The product is [CH3:12][S:13]([C:16]1[CH:17]=[C:18]2[C:22](=[CH:23][CH:24]=1)[N:21]([C:25]1[N:26]=[CH:27][N:28]=[C:29]([O:31][CH:32]3[CH2:37][CH2:36][N:35]([C:1]([O:2][C:10]4([CH3:11])[CH2:23][CH2:24][CH2:16][CH2:17]4)=[O:4])[CH2:34][CH2:33]3)[CH:30]=1)[CH2:20][CH2:19]2)(=[O:15])=[O:14]. The yield is 0.420. (5) The reactants are C(O)=O.C([O:6][C:7](=[O:36])[CH2:8][N:9]1[CH2:18][CH2:17][C:16]2[C:11](=[CH:12][CH:13]=[CH:14][C:15]=2[C:19]2[N:23]=[C:22]([C:24]3[CH:29]=[CH:28][C:27]([O:30][CH:31]([CH3:33])[CH3:32])=[C:26]([C:34]#[N:35])[CH:25]=3)[O:21][N:20]=2)[CH2:10]1)C.[Li+].[OH-].[ClH:39]. The catalyst is C1COCC1.CO.O. The product is [ClH:39].[C:34]([C:26]1[CH:25]=[C:24]([C:22]2[O:21][N:20]=[C:19]([C:15]3[CH:14]=[CH:13][CH:12]=[C:11]4[C:16]=3[CH2:17][CH2:18][N:9]([CH2:8][C:7]([OH:36])=[O:6])[CH2:10]4)[N:23]=2)[CH:29]=[CH:28][C:27]=1[O:30][CH:31]([CH3:33])[CH3:32])#[N:35]. The yield is 0.850.